This data is from Forward reaction prediction with 1.9M reactions from USPTO patents (1976-2016). The task is: Predict the product of the given reaction. (1) Given the reactants Br[C:2]1[CH:3]([C:14]2[CH:19]=[CH:18][C:17]([O:20][CH2:21][CH2:22][N:23]3[CH2:26][CH:25]([CH2:27][F:28])[CH2:24]3)=[CH:16][CH:15]=2)[O:4][C:5]2[C:10]([C:11]=1[CH3:12])=[CH:9][C:8]([OH:13])=[CH:7][CH:6]=2.[Cl:29][C:30]1[CH:31]=[C:32](B(O)O)[CH:33]=[CH:34][C:35]=1[C:36]#[N:37], predict the reaction product. The product is: [Cl:29][C:30]1[CH:31]=[C:32]([C:2]2[CH:3]([C:14]3[CH:19]=[CH:18][C:17]([O:20][CH2:21][CH2:22][N:23]4[CH2:26][CH:25]([CH2:27][F:28])[CH2:24]4)=[CH:16][CH:15]=3)[O:4][C:5]3[C:10]([C:11]=2[CH3:12])=[CH:9][C:8]([OH:13])=[CH:7][CH:6]=3)[CH:33]=[CH:34][C:35]=1[C:36]#[N:37]. (2) Given the reactants Br[C:2]1[CH:3]=[C:4]([NH:8][C:9](=[O:14])[C:10]([CH3:13])([CH3:12])[CH3:11])[CH:5]=[CH:6][CH:7]=1.[Li]C(CC)C.[Cl:20][C:21]1[CH:22]=[N:23][C:24]2[C:29]([N:30]=1)=[CH:28][C:27]([CH:31]=[O:32])=[CH:26][CH:25]=2, predict the reaction product. The product is: [Cl:20][C:21]1[CH:22]=[N:23][C:24]2[C:29]([N:30]=1)=[CH:28][C:27]([CH:31]([OH:32])[C:2]1[CH:3]=[C:4]([NH:8][C:9](=[O:14])[C:10]([CH3:13])([CH3:12])[CH3:11])[CH:5]=[CH:6][CH:7]=1)=[CH:26][CH:25]=2. (3) Given the reactants [S:1]1[CH:5]=[CH:4][CH:3]=[C:2]1[CH2:6][NH2:7].[C:8](OC(=O)C)(=[O:10])[CH3:9].O, predict the reaction product. The product is: [S:1]1[CH:5]=[CH:4][CH:3]=[C:2]1[CH2:6][NH:7][C:8](=[O:10])[CH3:9].